This data is from Full USPTO retrosynthesis dataset with 1.9M reactions from patents (1976-2016). The task is: Predict the reactants needed to synthesize the given product. (1) Given the product [C:1]([C:5]1[CH:10]=[CH:9][C:8]([C@H:11]2[CH2:16][C@H:15]([C:17]3[O:24][NH:31][C:19](=[O:20])[CH:18]=3)[CH2:14][CH2:13][N:12]2[C:25]([O:27][CH3:28])=[O:26])=[CH:7][CH:6]=1)([CH3:4])([CH3:3])[CH3:2], predict the reactants needed to synthesize it. The reactants are: [C:1]([C:5]1[CH:10]=[CH:9][C:8]([C@H:11]2[CH2:16][C@H:15]([C:17](=[O:24])[CH2:18][C:19](OCC)=[O:20])[CH2:14][CH2:13][N:12]2[C:25]([O:27][CH3:28])=[O:26])=[CH:7][CH:6]=1)([CH3:4])([CH3:3])[CH3:2].[OH-].[Na+].[NH2:31]O.Cl. (2) Given the product [CH2:1]([O:3][C:4](=[O:19])[C:5]1[CH:10]=[C:9]([O:11][C:12]([F:13])([F:14])[F:15])[C:8]([CH:16]=[O:17])=[C:7]([Cl:36])[C:6]=1[NH2:18])[CH3:2], predict the reactants needed to synthesize it. The reactants are: [CH2:1]([O:3][C:4](=[O:19])[C:5]1[CH:10]=[C:9]([O:11][C:12]([F:15])([F:14])[F:13])[C:8]([CH:16]=[O:17])=[CH:7][C:6]=1[NH2:18])[CH3:2].C(OC(=O)C1C=C(C(F)(F)F)C(C=O)=C([Cl:36])C=1N)C. (3) The reactants are: [OH-].[Na+].[F:3][C:4]([F:15])([F:14])[O:5][C:6]1[CH:7]=[C:8]([CH:11]=[CH:12][CH:13]=1)[CH:9]=O.[O:16]=[C:17]([CH3:27])[CH2:18]P(=O)(OCC)OCC. Given the product [F:3][C:4]([F:15])([F:14])[O:5][C:6]1[CH:7]=[C:8]([CH:9]=[CH:18][C:17](=[O:16])[CH3:27])[CH:11]=[CH:12][CH:13]=1, predict the reactants needed to synthesize it. (4) The reactants are: [NH2:1][C:2]1[CH:10]=[CH:9][C:8]([Br:11])=[CH:7][C:3]=1[C:4]([OH:6])=O.Br[CH2:13][CH2:14][CH2:15][CH2:16][CH2:17]Br. Given the product [NH2:1][C:2]1[CH:10]=[CH:9][C:8]([Br:11])=[CH:7][C:3]=1[C:4]1([OH:6])[CH2:17][CH2:16][CH2:15][CH2:14][CH2:13]1, predict the reactants needed to synthesize it. (5) Given the product [N:19]12[CH2:20][CH2:21][CH:22]([CH2:23][CH2:24]1)[CH:17]([O:16][C:13]1[CH:12]=[CH:11][C:10]([C:7]3[CH:8]=[CH:9][C:4]([NH2:1])=[CH:5][CH:6]=3)=[CH:15][CH:14]=1)[CH2:18]2, predict the reactants needed to synthesize it. The reactants are: [N+:1]([C:4]1[CH:9]=[CH:8][C:7]([C:10]2[CH:15]=[CH:14][C:13]([O:16][CH:17]3[CH:22]4[CH2:23][CH2:24][N:19]([CH2:20][CH2:21]4)[CH2:18]3)=[CH:12][CH:11]=2)=[CH:6][CH:5]=1)([O-])=O. (6) Given the product [CH3:14][C:11]1[CH:10]=[CH:9][C:8]([C:6]2[CH:7]=[C:2]([N:1]3[CH2:29][CH2:30][CH2:31][CH2:32][C:33]3=[O:34])[CH:3]=[C:4]([C:15]([OH:17])=[O:16])[CH:5]=2)=[CH:13][CH:12]=1, predict the reactants needed to synthesize it. The reactants are: [NH2:1][C:2]1[CH:3]=[C:4]([C:15]([O:17]C)=[O:16])[CH:5]=[C:6]([C:8]2[CH:13]=[CH:12][C:11]([CH3:14])=[CH:10][CH:9]=2)[CH:7]=1.C(N(CC)C(C)C)(C)C.Br[CH2:29][CH2:30][CH2:31][CH2:32][C:33](Cl)=[O:34].CC(C)([O-])C.[Na+].[OH-].[Li+]. (7) Given the product [Cl:8][C:4]1[N:3]=[C:2]([NH:20][CH2:19][CH:16]2[CH2:17][CH2:18][O:13][CH2:14][CH2:15]2)[CH:7]=[N:6][CH:5]=1, predict the reactants needed to synthesize it. The reactants are: Cl[C:2]1[CH:7]=[N:6][CH:5]=[C:4]([Cl:8])[N:3]=1.CS(C)=O.[O:13]1[CH2:18][CH2:17][CH:16]([CH2:19][NH2:20])[CH2:15][CH2:14]1. (8) Given the product [Cl:22][C:7]1[C:8]([NH:12][C:13](=[O:21])[CH2:14][CH:15]2[CH2:20][CH2:19][CH2:18][CH2:17][CH2:16]2)=[C:9]2[C:4](=[CH:5][CH:6]=1)[N:3]=[C:2]([N:26]1[CH2:25][CH2:24][N:23]([CH2:29][C:30]([O:32][CH2:33][CH3:34])=[O:31])[CH2:28][CH2:27]1)[CH:11]=[CH:10]2, predict the reactants needed to synthesize it. The reactants are: Cl[C:2]1[CH:11]=[CH:10][C:9]2[C:4](=[CH:5][CH:6]=[C:7]([Cl:22])[C:8]=2[NH:12][C:13](=[O:21])[CH2:14][CH:15]2[CH2:20][CH2:19][CH2:18][CH2:17][CH2:16]2)[N:3]=1.[N:23]1([CH2:29][C:30]([O:32][CH2:33][CH3:34])=[O:31])[CH2:28][CH2:27][NH:26][CH2:25][CH2:24]1. (9) Given the product [N+:1]([C:4]1[CH:5]=[CH:6][C:7]([C:10]([O:12][CH3:18])=[O:11])=[N:8][CH:9]=1)([O-:3])=[O:2], predict the reactants needed to synthesize it. The reactants are: [N+:1]([C:4]1[CH:5]=[CH:6][C:7]([C:10]([OH:12])=[O:11])=[N:8][CH:9]=1)([O-:3])=[O:2].S(=O)(=O)(O)O.[C:18](=O)([O-])[O-].[Na+].[Na+]. (10) Given the product [CH3:1][C:2]([CH2:9][CH2:10][CH:11]=[C:12]([CH3:19])[CH2:13][CH2:14][CH:15]=[C:16]([CH3:18])[CH3:17])=[CH:3][CH2:4][CH2:5][C:6](=[O:8])[CH3:7], predict the reactants needed to synthesize it. The reactants are: [CH3:1]/[C:2](/[CH2:9][CH2:10]/[CH:11]=[C:12](/[CH3:19])\[CH2:13][CH2:14][CH:15]=[C:16]([CH3:18])[CH3:17])=[CH:3]/[CH2:4][CH2:5][C:6](=[O:8])[CH3:7].C/C(/CC/C=C(\C)/CCC=C(C)C)=C\CCC(=O)C.